Dataset: Catalyst prediction with 721,799 reactions and 888 catalyst types from USPTO. Task: Predict which catalyst facilitates the given reaction. (1) Reactant: C(O)(C(F)(F)F)=O.C(OC([N:15]1[CH2:18][CH:17]([C:19]([N:21]2[CH2:25][CH2:24][CH2:23][CH2:22]2)=[O:20])[CH2:16]1)=O)(C)(C)C. Product: [NH:15]1[CH2:16][CH:17]([C:19]([N:21]2[CH2:22][CH2:23][CH2:24][CH2:25]2)=[O:20])[CH2:18]1. The catalyst class is: 2. (2) Reactant: [Cl:1][C:2]1[C:3]([NH2:8])=[N:4][CH:5]=[CH:6][N:7]=1.C(=O)(O)[O-].[Na+].Br[CH2:15][C:16](=O)[C:17]([O:19][CH3:20])=[O:18].O. Product: [Cl:1][C:2]1[C:3]2[N:4]([CH:15]=[C:16]([C:17]([O:19][CH3:20])=[O:18])[N:8]=2)[CH:5]=[CH:6][N:7]=1. The catalyst class is: 10. (3) Reactant: [S:1]=[C:2]1[NH:7][C:6](=[O:8])[CH2:5][C:4](=[O:9])[NH:3]1.[C:10]1([CH:20]=O)[C:19]2[C:14](=[CH:15][CH:16]=[CH:17][CH:18]=2)[CH:13]=[CH:12][CH:11]=1. Product: [C:10]1([CH:20]=[C:5]2[C:6](=[O:8])[NH:7][C:2](=[S:1])[NH:3][C:4]2=[O:9])[C:19]2[C:14](=[CH:15][CH:16]=[CH:17][CH:18]=2)[CH:13]=[CH:12][CH:11]=1. The catalyst class is: 8. (4) Reactant: [O:1]1[C:5]2[CH:6]=[CH:7][C:8]([S:10]([Cl:13])(=[O:12])=[O:11])=[CH:9][C:4]=2[CH2:3][CH2:2]1.Cl.Cl.[CH2:16]1[C:26]2=[C:27]3[C:22](=[CH:23][CH:24]=[CH:25]2)[CH2:21][CH2:20][N:19]([CH2:28][CH2:29][CH2:30][NH2:31])[CH:18]3[CH2:17]1.CCN(C(C)C)C(C)C. Product: [ClH:13].[CH2:16]1[C:26]2=[C:27]3[C:22](=[CH:23][CH:24]=[CH:25]2)[CH2:21][CH2:20][N:19]([CH2:28][CH2:29][CH2:30][NH:31][S:10]([C:8]2[CH:7]=[CH:6][C:5]4[O:1][CH2:2][CH2:3][C:4]=4[CH:9]=2)(=[O:12])=[O:11])[CH:18]3[CH2:17]1. The catalyst class is: 2. (5) Reactant: ClCCl.Br[C:5]1[N:10]=[CH:9][C:8]([NH2:11])=[CH:7][CH:6]=1.[CH3:12][N:13]1[CH:17]=[C:16](B2OC(C)(C)C(C)(C)O2)[C:15]([C:27]([F:30])([F:29])[F:28])=[N:14]1.C([O-])([O-])=O.[K+].[K+]. Product: [CH3:12][N:13]1[CH:17]=[C:16]([C:5]2[N:10]=[CH:9][C:8]([NH2:11])=[CH:7][CH:6]=2)[C:15]([C:27]([F:30])([F:29])[F:28])=[N:14]1. The catalyst class is: 117. (6) Reactant: [Cl:1][C:2]1[C:11]2[C:6](=[CH:7][CH:8]=[CH:9][CH:10]=2)[CH:5]=[CH:4][N:3]=1.[N+:12]([O-])([OH:14])=[O:13].[N+]([O-])([O-])=O.[K+]. Product: [Cl:1][C:2]1[C:11]2[C:6](=[C:7]([N+:12]([O-:14])=[O:13])[CH:8]=[CH:9][CH:10]=2)[CH:5]=[CH:4][N:3]=1. The catalyst class is: 561. (7) Product: [CH3:1][C:2]1[CH:3]=[C:4]([NH:8][C:9]2[S:10][C:11]([CH:20]=[O:21])=[C:12]([C:14]3[CH:19]=[CH:18][N:17]=[CH:16][CH:15]=3)[N:13]=2)[CH:5]=[CH:6][CH:7]=1. Reactant: [CH3:1][C:2]1[CH:3]=[C:4]([NH:8][C:9]2[S:10][C:11]([CH2:20][OH:21])=[C:12]([C:14]3[CH:19]=[CH:18][N:17]=[CH:16][CH:15]=3)[N:13]=2)[CH:5]=[CH:6][CH:7]=1. The catalyst class is: 48. (8) Reactant: [Cl:1][C:2]1[C:3](F)=[C:4]2[C:9](=[CH:10][CH:11]=1)[O:8][CH:7]([C:12]([F:15])([F:14])[F:13])[C:6]([C:16]([O:18][CH2:19][CH3:20])=[O:17])=[CH:5]2.[N-:22]=[N+:23]=[N-:24].[Na+].O.C(OCC)(=O)C. Product: [Cl:1][C:2]1[C:3]([N:22]=[N+:23]=[N-:24])=[C:4]2[C:9](=[CH:10][CH:11]=1)[O:8][CH:7]([C:12]([F:15])([F:14])[F:13])[C:6]([C:16]([O:18][CH2:19][CH3:20])=[O:17])=[CH:5]2. The catalyst class is: 16. (9) Reactant: [CH2:1]([C:5]12[CH2:17][C:16]([CH3:19])([CH3:18])[C:15](=[O:20])[C:14]([CH3:21])=[C:13]1[C:12]1[C:7](=[CH:8][C:9]([O:22]COC)=[CH:10][CH:11]=1)[CH2:6]2)[CH2:2][CH2:3][CH3:4].Cl.C([O-])(O)=O.[Na+]. Product: [CH2:1]([C:5]12[CH2:17][C:16]([CH3:19])([CH3:18])[C:15](=[O:20])[C:14]([CH3:21])=[C:13]1[C:12]1[C:7](=[CH:8][C:9]([OH:22])=[CH:10][CH:11]=1)[CH2:6]2)[CH2:2][CH2:3][CH3:4]. The catalyst class is: 191. (10) Reactant: [CH2:1]([O:8][C:9]([N:11]1[CH2:15][C@@H:14]([O:16][CH3:17])[CH2:13][C@H:12]1[C:18]([OH:20])=[O:19])=[O:10])[C:2]1[CH:7]=[CH:6][CH:5]=[CH:4][CH:3]=1.[CH2:21](OCC)C.C[Si](C=[N+]=[N-])(C)C. Product: [CH3:17][O:16][C@@H:14]1[CH2:15][N:11]([C:9]([O:8][CH2:1][C:2]2[CH:7]=[CH:6][CH:5]=[CH:4][CH:3]=2)=[O:10])[C@H:12]([C:18]([O:20][CH3:21])=[O:19])[CH2:13]1. The catalyst class is: 5.